This data is from Catalyst prediction with 721,799 reactions and 888 catalyst types from USPTO. The task is: Predict which catalyst facilitates the given reaction. (1) Reactant: [CH3:1][C:2]1[CH:7]=[C:6]([CH3:8])[CH:5]=[C:4]([CH3:9])[C:3]=1[S:10]([C:13]1[CH:18]=[CH:17][C:16]([OH:19])=[CH:15][CH:14]=1)(=[O:12])=[O:11].[CH:20]1[CH:25]=[CH:24][C:23](P([C:20]2[CH:25]=[CH:24][CH:23]=[CH:22][CH:21]=2)[C:20]2[CH:25]=[CH:24][CH:23]=[CH:22][CH:21]=2)=[CH:22][CH:21]=1.C1(O)CCCCC1.CC(OC(/N=N/C(OC(C)C)=O)=O)C. Product: [CH:20]1([O:19][C:16]2[CH:17]=[CH:18][C:13]([S:10]([C:3]3[C:2]([CH3:1])=[CH:7][C:6]([CH3:8])=[CH:5][C:4]=3[CH3:9])(=[O:12])=[O:11])=[CH:14][CH:15]=2)[CH2:25][CH2:24][CH2:23][CH2:22][CH2:21]1. The catalyst class is: 1. (2) Reactant: Br[C:2]1[CH:3]=[C:4]([C:10]2[CH:15]=[CH:14][C:13]([C:16]([F:19])([F:18])[F:17])=[CH:12][CH:11]=2)[CH:5]=[C:6]([F:9])[C:7]=1[NH2:8].[CH3:20][N:21](C)C=O. Product: [NH2:8][C:7]1[C:6]([F:9])=[CH:5][C:4]([C:10]2[CH:15]=[CH:14][C:13]([C:16]([F:19])([F:18])[F:17])=[CH:12][CH:11]=2)=[CH:3][C:2]=1[C:20]#[N:21]. The catalyst class is: 267. (3) Product: [C:17]1([S:23]([N:1]2[C:9]3[C:4](=[CH:5][CH:6]=[CH:7][CH:8]=3)[CH:3]=[C:2]2[C:10]([O:12][CH2:13][CH3:14])=[O:11])(=[O:25])=[O:24])[CH:22]=[CH:21][CH:20]=[CH:19][CH:18]=1. Reactant: [NH:1]1[C:9]2[C:4](=[CH:5][CH:6]=[CH:7][CH:8]=2)[CH:3]=[C:2]1[C:10]([O:12][CH2:13][CH3:14])=[O:11].[H-].[Na+].[C:17]1([S:23](Cl)(=[O:25])=[O:24])[CH:22]=[CH:21][CH:20]=[CH:19][CH:18]=1.ClCCl. The catalyst class is: 18. (4) Reactant: C([O:8][C@H:9]1[C@H:15]([O:16]CC2C=CC=CC=2)[C@@H:14]([O:24]CC2C=CC=CC=2)[C@:13]2([C:33]3[CH:38]=[CH:37][C:36]([Cl:39])=[C:35]([CH2:40][C:41]4[CH:46]=[CH:45][C:44]([O:47][CH3:48])=[C:43]([F:49])[C:42]=4[F:50])[CH:34]=3)[O:32][C@@:10]1([CH2:51][OH:52])[CH2:11][O:12]2)C1C=CC=CC=1.ClC1C=CC=CC=1Cl. Product: [Cl:39][C:36]1[CH:37]=[CH:38][C:33]([C@@:13]23[O:32][C@@:10]([CH2:51][OH:52])([CH2:11][O:12]2)[C@@H:9]([OH:8])[C@H:15]([OH:16])[C@H:14]3[OH:24])=[CH:34][C:35]=1[CH2:40][C:41]1[CH:46]=[CH:45][C:44]([O:47][CH3:48])=[C:43]([F:49])[C:42]=1[F:50]. The catalyst class is: 45. (5) Reactant: [Cl:1][C:2]1[CH:3]=[C:4]([C:10]2[CH:14]=[CH:13][N:12]([CH2:15][C@@H:16]([NH:18][C:19]([C:21]3[CH:25]=[C:24]([CH2:26][CH:27]([O:29]C4CCCCO4)[CH3:28])[O:23][N:22]=3)=[O:20])[CH3:17])[N:11]=2)[CH:5]=[CH:6][C:7]=1[C:8]#[N:9].Cl. Product: [Cl:1][C:2]1[CH:3]=[C:4]([C:10]2[CH:14]=[CH:13][N:12]([CH2:15][C@@H:16]([NH:18][C:19]([C:21]3[CH:25]=[C:24]([CH2:26][CH:27]([OH:29])[CH3:28])[O:23][N:22]=3)=[O:20])[CH3:17])[N:11]=2)[CH:5]=[CH:6][C:7]=1[C:8]#[N:9]. The catalyst class is: 8.